This data is from Forward reaction prediction with 1.9M reactions from USPTO patents (1976-2016). The task is: Predict the product of the given reaction. (1) Given the reactants Cl[C:2]1[CH:7]=[CH:6][C:5]([CH2:8][O:9][CH2:10][C:11]2[CH:16]=[CH:15][C:14]([C:17]3[CH:22]=[CH:21][CH:20]=[CH:19][CH:18]=3)=[CH:13][CH:12]=2)=[CH:4][N:3]=1.C1(P(C2CCCCC2)C2C=CC=CC=2C2C=CC=CC=2)CCCCC1.C[Si]([N-:52][Si](C)(C)C)(C)C.[Li+].Cl.C(=O)([O-])[O-].[Na+].[Na+], predict the reaction product. The product is: [C:17]1([C:14]2[CH:15]=[CH:16][C:11]([CH2:10][O:9][CH2:8][C:5]3[CH:6]=[CH:7][C:2]([NH2:52])=[N:3][CH:4]=3)=[CH:12][CH:13]=2)[CH:22]=[CH:21][CH:20]=[CH:19][CH:18]=1. (2) The product is: [F:53][C:50]([F:51])([F:52])[C:48]1[CH:47]=[C:5]([CH:4]=[C:3]([C:2]([F:1])([F:55])[F:54])[CH:49]=1)[C:6]([N:8]1[CH2:12][C@@:11]([CH2:20][CH2:21][N:22]2[CH2:23][CH2:24][C:25]3([C:35]4[C:30](=[CH:31][CH:32]=[CH:33][CH:34]=4)[CH2:29][C@@H:28]3[O:36][CH2:37][C:38]([N:40]([CH3:46])[CH2:41][CH2:42][CH2:43][N:44]([CH3:45])[C:63]([C:61]3[S:62][C:58]([CH:56]=[O:57])=[CH:59][CH:60]=3)=[O:65])=[O:39])[CH2:26][CH2:27]2)([C:13]2[CH:14]=[CH:15][C:16]([F:19])=[CH:17][CH:18]=2)[O:10][CH2:9]1)=[O:7]. Given the reactants [F:1][C:2]([F:55])([F:54])[C:3]1[CH:4]=[C:5]([CH:47]=[C:48]([C:50]([F:53])([F:52])[F:51])[CH:49]=1)[C:6]([N:8]1[CH2:12][C@@:11]([CH2:20][CH2:21][N:22]2[CH2:27][CH2:26][C:25]3([C:35]4[C:30](=[CH:31][CH:32]=[CH:33][CH:34]=4)[CH2:29][C@@H:28]3[O:36][CH2:37][C:38]([N:40]([CH3:46])[CH2:41][CH2:42][CH2:43][NH:44][CH3:45])=[O:39])[CH2:24][CH2:23]2)([C:13]2[CH:18]=[CH:17][C:16]([F:19])=[CH:15][CH:14]=2)[O:10][CH2:9]1)=[O:7].[CH:56]([C:58]1[S:62][C:61]([C:63]([OH:65])=O)=[CH:60][CH:59]=1)=[O:57].Cl.C(N=C=NCCCN(C)C)C.C(=O)([O-])O.[Na+], predict the reaction product. (3) Given the reactants N[C@@H:2]([CH2:6][CH2:7][CH2:8][CH3:9])[C:3]([OH:5])=[O:4].[BrH:10].N([O-])=O.[Na+], predict the reaction product. The product is: [Br:10][C@@H:2]([CH2:6][CH2:7][CH2:8][CH3:9])[C:3]([OH:5])=[O:4]. (4) Given the reactants [Br:1][C:2]([Br:5])(Br)Br.[C:19]1(P([C:19]2[CH:24]=[CH:23][CH:22]=[CH:21][CH:20]=2)[C:19]2[CH:24]=[CH:23][CH:22]=[CH:21][CH:20]=2)[CH:24]=[CH:23][CH:22]=[CH:21][CH:20]=1.[CH:25](=O)[CH2:26][CH2:27][CH2:28]CC.[C:32](=[O:35])(O)[O-:33].Cl[CH2:37]Cl, predict the reaction product. The product is: [Br:1][C:2]([Br:5])=[CH:37][C@H:24]([CH3:19])[CH2:23][CH2:22][CH2:21][CH2:20][O:33][CH:32]1[CH2:28][CH2:27][CH2:26][CH2:25][O:35]1.